From a dataset of Reaction yield outcomes from USPTO patents with 853,638 reactions. Predict the reaction yield, written as a fraction of the theoretical maximum amount of product (1.0 means a 100% yield; for example, 0.34 means a 34% yield). (1) The reactants are [CH2:1]([O:3][C:4]([C:6]1[S:7][C:8]([S:20][CH3:21])=[C:9]([C:18]#[N:19])[C:10]=1[C:11]1[CH:16]=[CH:15][C:14]([NH2:17])=[CH:13][CH:12]=1)=[O:5])[CH3:2].C(N(CC)CC)C.[CH3:29][S:30](Cl)(=[O:32])=[O:31].[NH4+].[Cl-]. The catalyst is C(Cl)Cl. The product is [CH2:1]([O:3][C:4]([C:6]1[S:7][C:8]([S:20][CH3:21])=[C:9]([C:18]#[N:19])[C:10]=1[C:11]1[CH:16]=[CH:15][C:14]([NH:17][S:30]([CH3:29])(=[O:32])=[O:31])=[CH:13][CH:12]=1)=[O:5])[CH3:2]. The yield is 0.250. (2) The reactants are [N+:1]([C:4]1[CH:5]=[C:6]2[C:10](=[CH:11][CH:12]=1)[NH:9][N:8]=[CH:7]2)([O-])=O. The catalyst is CO.[Pd]. The product is [NH:9]1[C:10]2[C:6](=[CH:5][C:4]([NH2:1])=[CH:12][CH:11]=2)[CH:7]=[N:8]1. The yield is 0.970.